Predict the reactants needed to synthesize the given product. From a dataset of Full USPTO retrosynthesis dataset with 1.9M reactions from patents (1976-2016). (1) The reactants are: [Cl:1][C:2]1[C:7]([O:8][CH3:9])=[CH:6][C:5]([O:10][CH3:11])=[C:4]([F:12])[C:3]=1[NH:13][CH2:14][C:15]1[CH:20]=[N:19][C:18]2[NH:21][CH:22]=[CH:23][C:17]=2[C:16]=1[NH:24][CH2:25][CH3:26].C(N(CC)CC)C.Cl[C:35](Cl)([O:37]C(=O)OC(Cl)(Cl)Cl)Cl.[OH-].[Na+]. Given the product [Cl:1][C:2]1[C:7]([O:8][CH3:9])=[CH:6][C:5]([O:10][CH3:11])=[C:4]([F:12])[C:3]=1[N:13]1[CH2:14][C:15]2[CH:20]=[N:19][C:18]3[NH:21][CH:22]=[CH:23][C:17]=3[C:16]=2[N:24]([CH2:25][CH3:26])[C:35]1=[O:37], predict the reactants needed to synthesize it. (2) Given the product [C:39]([NH:1][C:2]1[CH:7]=[CH:6][C:5]([NH:8][C:9](=[O:28])[NH:10][C:11]2[CH:27]=[CH:26][C:14]([O:15][C:16]3[CH:21]=[CH:20][N:19]=[C:18]([C:22]([NH:24][CH3:25])=[O:23])[CH:17]=3)=[CH:13][CH:12]=2)=[CH:4][C:3]=1[C:29]([F:32])([F:30])[F:31])(=[O:42])[CH:40]=[CH2:41], predict the reactants needed to synthesize it. The reactants are: [NH2:1][C:2]1[CH:7]=[CH:6][C:5]([NH:8][C:9](=[O:28])[NH:10][C:11]2[CH:27]=[CH:26][C:14]([O:15][C:16]3[CH:21]=[CH:20][N:19]=[C:18]([C:22]([NH:24][CH3:25])=[O:23])[CH:17]=3)=[CH:13][CH:12]=2)=[CH:4][C:3]=1[C:29]([F:32])([F:31])[F:30].N1C=CC=CC=1.[C:39](Cl)(=[O:42])[CH:40]=[CH2:41]. (3) Given the product [Cl:1][C:2]1[CH:7]=[C:6]([Cl:8])[CH:5]=[CH:4][C:3]=1[C@H:9]([N:11]1[C:15]2[CH:16]=[C:17]([C:20]3[CH2:21][CH2:22][N:23]([C:39]([C@H:34]4[CH2:35][CH2:36][CH2:37][CH2:38][NH:33]4)=[O:40])[CH2:24][CH:25]=3)[CH:18]=[CH:19][C:14]=2[N:13]=[CH:12]1)[CH3:10], predict the reactants needed to synthesize it. The reactants are: [Cl:1][C:2]1[CH:7]=[C:6]([Cl:8])[CH:5]=[CH:4][C:3]=1[C@H:9]([N:11]1[C:15]2[CH:16]=[C:17]([C:20]3[CH2:21][CH2:22][NH:23][CH2:24][CH:25]=3)[CH:18]=[CH:19][C:14]=2[N:13]=[CH:12]1)[CH3:10].C(OC([N:33]1[CH2:38][CH2:37][CH2:36][CH2:35][C@@H:34]1[C:39](O)=[O:40])=O)(C)(C)C.F[P-](F)(F)(F)(F)F.C[N+](C)=C(N(C)C)ON1C2N=CC=CC=2N=N1.C(N(C(C)C)CC)(C)C. (4) Given the product [Cl:25][C:22]1[CH:23]=[CH:24][C:19]([C:15]2[C:16]3[C:11](=[CH:10][C:9]([S:8]([O:50][C:41]4[C:40]([F:39])=[C:45]([F:46])[C:44]([F:47])=[C:43]([F:48])[C:42]=4[F:49])(=[O:36])=[O:58])=[CH:18][CH:17]=3)[CH:12]=[N:13][N:14]=2)=[C:20]([O:26][CH3:27])[CH:21]=1, predict the reactants needed to synthesize it. The reactants are: C([S:8][C:9]1[CH:10]=[C:11]2[C:16](=[CH:17][CH:18]=1)[C:15]([C:19]1[CH:24]=[CH:23][C:22]([Cl:25])=[CH:21][C:20]=1[O:26][CH3:27])=[N:14][N:13]=[CH:12]2)C1C=CC=CC=1.ClN1C(C)(C)C(=[O:36])N(Cl)C1=O.[F:39][C:40]1[C:45]([F:46])=[C:44]([F:47])[C:43]([F:48])=[C:42]([F:49])[C:41]=1[OH:50].C(N(CC)CC)C.[OH2:58]. (5) Given the product [Cl:34][C:30]1[C:31]([F:33])=[CH:32][C:10]2[N:9]=[C:8]([CH:1]([O:42][CH3:41])[C:2]3[CH:7]=[CH:6][CH:5]=[CH:4][CH:3]=3)[N:12]([CH:13]([C:23]3[CH:28]=[CH:27][CH:26]=[C:25]([Cl:43])[CH:24]=3)[C:14]([NH:16][CH:17]3[CH2:18][CH2:19][CH2:20][CH2:21][CH2:22]3)=[O:15])[C:11]=2[CH:29]=1, predict the reactants needed to synthesize it. The reactants are: [CH2:1]([C:8]1[N:12]([CH:13]([CH:23]2[CH2:28][CH2:27][CH2:26][CH2:25][CH2:24]2)[C:14]([NH:16][CH:17]2[CH2:22][CH2:21][CH2:20][CH2:19][CH2:18]2)=[O:15])[C:11]2[CH:29]=[C:30]([Cl:34])[C:31]([F:33])=[CH:32][C:10]=2[N:9]=1)[C:2]1[CH:7]=[CH:6][CH:5]=[CH:4][CH:3]=1.C1([CH:41]=[O:42])CCCCC1.[Cl:43]C1C=C(C=CC=1)C=O.ClC1C=C(CC(O)=O)C=CC=1.COC(C1C=CC=CC=1)C(O)=O. (6) The reactants are: [Cl:1][C:2]1[CH:7]=[CH:6][C:5]([NH:8][C:9](=[O:21])[C:10]2[CH:15]=[CH:14][C:13]([C:16]([F:19])([F:18])[F:17])=[N:12][C:11]=2[CH3:20])=[CH:4][C:3]=1[C:22]1[NH:26][C:25]2[CH:27]=[CH:28][C:29]([N+:31]([O-])=O)=[CH:30][C:24]=2[N:23]=1. Given the product [NH2:31][C:29]1[CH:28]=[CH:27][C:25]2[NH:26][C:22]([C:3]3[CH:4]=[C:5]([NH:8][C:9](=[O:21])[C:10]4[CH:15]=[CH:14][C:13]([C:16]([F:17])([F:19])[F:18])=[N:12][C:11]=4[CH3:20])[CH:6]=[CH:7][C:2]=3[Cl:1])=[N:23][C:24]=2[CH:30]=1, predict the reactants needed to synthesize it. (7) Given the product [C:1]([O:5][C:6]([N:8]1[CH2:12][CH2:11][CH2:10][C@H:9]1[C@H:13]([S:19][CH3:20])[C@H:14]([C:16](=[O:18])[NH:28][CH2:27][CH2:26][C:25]1[CH:29]=[CH:30][CH:31]=[C:23]([OH:22])[CH:24]=1)[CH3:15])=[O:7])([CH3:2])([CH3:3])[CH3:4], predict the reactants needed to synthesize it. The reactants are: [C:1]([O:5][C:6]([N:8]1[CH2:12][CH2:11][CH2:10][C@H:9]1[C@H:13]([S:19][CH3:20])[C@H:14]([C:16]([OH:18])=O)[CH3:15])=[O:7])([CH3:4])([CH3:3])[CH3:2].Br.[OH:22][C:23]1[CH:24]=[C:25]([CH:29]=[CH:30][CH:31]=1)[CH2:26][CH2:27][NH2:28].F[P-](F)(F)(F)(F)F.N1(O[P+](N(C)C)(N(C)C)N(C)C)C2C=CC=CC=2N=N1.C1C=CC2N(O)N=NC=2C=1.C(N(C(C)C)CC)(C)C.